This data is from Full USPTO retrosynthesis dataset with 1.9M reactions from patents (1976-2016). The task is: Predict the reactants needed to synthesize the given product. (1) Given the product [Cl:30][C:13]1[N:12]2[N:16]=[C:17]([C:19]([F:22])([F:21])[F:20])[N:18]=[C:11]2[CH:10]=[C:9]([C:3]2[CH:4]=[CH:5][C:6]([Cl:8])=[CH:7][C:2]=2[Cl:1])[N:14]=1, predict the reactants needed to synthesize it. The reactants are: [Cl:1][C:2]1[CH:7]=[C:6]([Cl:8])[CH:5]=[CH:4][C:3]=1[C:9]1[N:14]=[C:13](O)[N:12]2[N:16]=[C:17]([C:19]([F:22])([F:21])[F:20])[N:18]=[C:11]2[CH:10]=1.C(=O)(O)[O-].[Na+].P(Cl)(Cl)([Cl:30])=O. (2) Given the product [F:10][C:7]1[CH:6]=[C:5]2[C:4](=[CH:9][CH:8]=1)[C:3](=[O:13])[N:23]([CH2:14][C:15]1[CH:22]=[CH:21][C:18]([O:19][CH3:20])=[CH:17][CH:16]=1)[CH2:11]2, predict the reactants needed to synthesize it. The reactants are: CO[C:3](=[O:13])[C:4]1[CH:9]=[CH:8][C:7]([F:10])=[CH:6][C:5]=1[CH2:11]Br.[CH2:14]([NH2:23])[C:15]1[CH:22]=[CH:21][C:18]([O:19][CH3:20])=[CH:17][CH:16]=1. (3) Given the product [CH:32]([O:35][C:36]1[CH:44]=[CH:43][C:39]([CH:40]=[O:41])=[CH:38][C:37]=1[CH3:45])([CH3:34])[CH3:33], predict the reactants needed to synthesize it. The reactants are: C(O[C@H]1C[C@@H](C2C=CN=CC=2)OC2(CCNCC2)C1)C.CCN=C=NCCCN(C)C.[CH:32]([O:35][C:36]1[CH:44]=[CH:43][C:39]([C:40](O)=[O:41])=[CH:38][C:37]=1[CH3:45])([CH3:34])[CH3:33].CCN(C(C)C)C(C)C. (4) The reactants are: [O:1]1[C:7]2[CH:8]=[CH:9][CH:10]=[CH:11][C:6]=2[S:5][CH2:4][C@H:3]([NH2:12])[CH2:2]1.CC1C=CC(S(O[CH2:24][C@H:25]([CH3:36])[CH2:26][S:27][C:28]2[CH:33]=[CH:32][CH:31]=[CH:30][C:29]=2[O:34][CH3:35])(=O)=O)=CC=1.C(N(CC)CC)C. Given the product [CH3:35][O:34][C:29]1[CH:30]=[CH:31][CH:32]=[CH:33][C:28]=1[S:27][CH2:26][C@@H:25]([CH3:36])[CH2:24][NH:12][C@H:3]1[CH2:4][S:5][C:6]2[CH:11]=[CH:10][CH:9]=[CH:8][C:7]=2[O:1][CH2:2]1, predict the reactants needed to synthesize it. (5) Given the product [Cl:32][C:31]1[CH:30]=[C:29]2[C:25]([CH2:26][C:27](=[O:33])[NH:28]2)=[CH:24][CH:23]=1, predict the reactants needed to synthesize it. The reactants are: O1CCCC1.S1C2C=CC=CC=2C(N2CCN(CC[C:23]3[CH:24]=[C:25]4[C:29](=[CH:30][C:31]=3[Cl:32])[NH:28][C:27](=[O:33])[CH2:26]4)CC2)=N1.C. (6) Given the product [F:1][C:2]1[CH:10]=[CH:9][C:5]([C:6]2[S:7][CH:12]=[C:13]([C:15]3[CH:20]=[CH:19][C:18]([Br:21])=[CH:17][CH:16]=3)[N:8]=2)=[CH:4][CH:3]=1, predict the reactants needed to synthesize it. The reactants are: [F:1][C:2]1[CH:10]=[CH:9][C:5]([C:6]([NH2:8])=[S:7])=[CH:4][CH:3]=1.Br[CH2:12][C:13]([C:15]1[CH:20]=[CH:19][C:18]([Br:21])=[CH:17][CH:16]=1)=O. (7) Given the product [CH3:1][C:2]1[N:3]=[C:4]([C@H:7]2[CH2:11][CH2:10][CH2:9][N:8]2[C:12]([C:14]2[CH:15]=[C:16]([CH:21]=[CH:22][N:23]=2)[C:17]([OH:19])=[O:18])=[O:13])[S:5][CH:6]=1, predict the reactants needed to synthesize it. The reactants are: [CH3:1][C:2]1[N:3]=[C:4]([C@H:7]2[CH2:11][CH2:10][CH2:9][N:8]2[C:12]([C:14]2[CH:15]=[C:16]([CH:21]=[CH:22][N:23]=2)[C:17]([O:19]C)=[O:18])=[O:13])[S:5][CH:6]=1.[OH-].[Na+].